This data is from Forward reaction prediction with 1.9M reactions from USPTO patents (1976-2016). The task is: Predict the product of the given reaction. (1) The product is: [Br:1][C:2]1[CH:3]=[C:4]([CH2:8][CH2:9][N:11]2[CH2:16][CH2:15][O:14][CH2:13][CH2:12]2)[CH:5]=[N:6][CH:7]=1. Given the reactants [Br:1][C:2]1[CH:3]=[C:4]([CH2:8][C:9]([N:11]2[CH2:16][CH2:15][O:14][CH2:13][CH2:12]2)=O)[CH:5]=[N:6][CH:7]=1.B.C([O-])(O)=O.[Na+], predict the reaction product. (2) Given the reactants [C:1]([N:5]1[CH2:9][CH2:8][CH2:7][C@@H:6]1[CH2:10][O:11][C:12]1[CH:21]=[CH:20][CH:19]=[C:18]2[C:13]=1[C:14]([NH:22][C:23]1[CH:28]=[CH:27][C:26]([OH:29])=[C:25]([CH3:30])[CH:24]=1)=[N:15][CH:16]=[N:17]2)(=[O:4])[CH2:2][OH:3].Cl.Cl[CH2:33][C:34]1[N:35]=[CH:36][S:37][CH:38]=1, predict the reaction product. The product is: [CH3:30][C:25]1[CH:24]=[C:23]([NH:22][C:14]2[C:13]3[C:18](=[CH:19][CH:20]=[CH:21][C:12]=3[O:11][CH2:10][C@H:6]3[CH2:7][CH2:8][CH2:9][N:5]3[C:1](=[O:4])[CH2:2][OH:3])[N:17]=[CH:16][N:15]=2)[CH:28]=[CH:27][C:26]=1[O:29][CH2:33][C:34]1[N:35]=[CH:36][S:37][CH:38]=1. (3) Given the reactants Br[C:2]1[CH:3]=[CH:4][C:5]([O:16][CH3:17])=[C:6]([CH:15]=1)[O:7][Si:8]([C:11]([CH3:14])([CH3:13])[CH3:12])([CH3:10])[CH3:9].[Li]CCCC.[B:23](OC(C)C)([O:28]C(C)C)[O:24]C(C)C, predict the reaction product. The product is: [Si:8]([O:7][C:6]1[CH:15]=[C:2]([B:23]([OH:28])[OH:24])[CH:3]=[CH:4][C:5]=1[O:16][CH3:17])([C:11]([CH3:14])([CH3:13])[CH3:12])([CH3:10])[CH3:9]. (4) Given the reactants B(Cl)(Cl)Cl.[CH2:5]([NH:7][C:8]([C:10]1[S:35][C:13]2[N:14]=[C:15]([NH2:34])[N:16]=[C:17]([C:18]3[CH:23]=[C:22]([O:24]CC4C=CC=CC=4)[C:21]([Cl:32])=[CH:20][C:19]=3[Cl:33])[C:12]=2[CH:11]=1)=[O:9])[CH3:6].CO, predict the reaction product. The product is: [CH2:5]([NH:7][C:8]([C:10]1[S:35][C:13]2[N:14]=[C:15]([NH2:34])[N:16]=[C:17]([C:18]3[CH:23]=[C:22]([OH:24])[C:21]([Cl:32])=[CH:20][C:19]=3[Cl:33])[C:12]=2[CH:11]=1)=[O:9])[CH3:6]. (5) Given the reactants FC(F)(F)C(OC(=O)C(F)(F)F)=O.[C:14]([C:17]1[N:18]=[C:19]([CH2:22][C@H:23]2[C@H:29]([C:30]3[CH:35]=[CH:34][C:33]([Cl:36])=[C:32]([Cl:37])[CH:31]=3)[O:28][CH2:27][CH2:26][N:25]([C:38]([O:40][C:41]([CH3:44])([CH3:43])[CH3:42])=[O:39])[CH2:24]2)[S:20][CH:21]=1)(=O)[NH2:15].N1C=CC=CC=1.C(N(CC)CC)C.C(=O)([O-])O.[Na+], predict the reaction product. The product is: [C:14]([C:17]1[N:18]=[C:19]([CH2:22][C@H:23]2[C@H:29]([C:30]3[CH:35]=[CH:34][C:33]([Cl:36])=[C:32]([Cl:37])[CH:31]=3)[O:28][CH2:27][CH2:26][N:25]([C:38]([O:40][C:41]([CH3:44])([CH3:43])[CH3:42])=[O:39])[CH2:24]2)[S:20][CH:21]=1)#[N:15]. (6) Given the reactants [O:1]1[CH2:5][C@@H:4]([OH:6])[C@H:3]2[O:7][CH2:8][C@H:9]([OH:10])[C@@H:2]12.[S:11](Cl)([C:14]1[CH:20]=[CH:19][C:17]([CH3:18])=[CH:16][CH:15]=1)(=[O:13])=[O:12].[OH-].[K+], predict the reaction product. The product is: [CH3:18][C:17]1[CH:19]=[CH:20][C:14]([S:11]([O:6][C@H:4]2[CH2:5][O:1][C@@H:2]3[C@H:9]([OH:10])[CH2:8][O:7][C@H:3]23)(=[O:13])=[O:12])=[CH:15][CH:16]=1.